Dataset: Forward reaction prediction with 1.9M reactions from USPTO patents (1976-2016). Task: Predict the product of the given reaction. (1) Given the reactants [C:1]1([C:7]2[CH2:16][CH2:15][C:14]3[C:9](=[CH:10][CH:11]=[CH:12][CH:13]=3)[C:8]=2[C:17]2[CH:22]=[CH:21][C:20]([CH:23]=[CH:24][C:25](O)=[O:26])=[CH:19][CH:18]=2)[CH:6]=[CH:5][CH:4]=[CH:3][CH:2]=1.[C:28]1([S:34]([NH2:37])(=[O:36])=[O:35])[CH:33]=[CH:32][CH:31]=[CH:30][CH:29]=1, predict the reaction product. The product is: [C:1]1([C:7]2[CH2:16][CH2:15][C:14]3[C:9](=[CH:10][CH:11]=[CH:12][CH:13]=3)[C:8]=2[C:17]2[CH:18]=[CH:19][C:20]([CH:23]=[CH:24][C:25]([NH:37][S:34]([C:28]3[CH:33]=[CH:32][CH:31]=[CH:30][CH:29]=3)(=[O:36])=[O:35])=[O:26])=[CH:21][CH:22]=2)[CH:2]=[CH:3][CH:4]=[CH:5][CH:6]=1. (2) Given the reactants [NH2:1][C:2]([C@H:4]1[NH:9][CH2:8][CH2:7][N:6]([C:10]([O:12][C:13]([CH3:16])([CH3:15])[CH3:14])=[O:11])[CH2:5]1)=[O:3].[C:17](=O)(O)[O-].[Na+].CI.[O-][Mn](=O)(=O)=O.[K+], predict the reaction product. The product is: [NH2:1][C:2]([C@H:4]1[N:9]([CH3:17])[CH2:8][CH2:7][N:6]([C:10]([O:12][C:13]([CH3:16])([CH3:15])[CH3:14])=[O:11])[CH2:5]1)=[O:3].